Dataset: Reaction yield outcomes from USPTO patents with 853,638 reactions. Task: Predict the reaction yield, written as a fraction of the theoretical maximum amount of product (1.0 means a 100% yield; for example, 0.34 means a 34% yield). The reactants are [CH3:1][C:2]1[C:7]([CH2:8]O)=[C:6]([CH3:10])[CH:5]=[CH:4][N:3]=1.BrP(Br)Br.[CH3:15][C:16]1[N:21]=[C:20]([SH:22])[N:19]=[C:18]([OH:23])[CH:17]=1.C(N(CC)CC)C. The product is [CH3:1][C:2]1[C:7]([CH2:8][S:22][C:20]2[N:19]=[C:18]([OH:23])[CH:17]=[C:16]([CH3:15])[N:21]=2)=[C:6]([CH3:10])[CH:5]=[CH:4][N:3]=1. The catalyst is ClCCl. The yield is 0.640.